Task: Predict the reactants needed to synthesize the given product.. Dataset: Full USPTO retrosynthesis dataset with 1.9M reactions from patents (1976-2016) Given the product [Br:1][C:2]1[CH:3]=[C:4]2[C:9](=[CH:10][CH:11]=1)[N:8]=[C:7]([C:12]([OH:14])([CH3:13])[C:16]([F:18])([F:17])[F:15])[CH:6]=[CH:5]2, predict the reactants needed to synthesize it. The reactants are: [Br:1][C:2]1[CH:3]=[C:4]2[C:9](=[CH:10][CH:11]=1)[N:8]=[C:7]([C:12](=[O:14])[CH3:13])[CH:6]=[CH:5]2.[F:15][C:16]([Si](C)(C)C)([F:18])[F:17].Cl.